The task is: Predict the reaction yield, written as a fraction of the theoretical maximum amount of product (1.0 means a 100% yield; for example, 0.34 means a 34% yield).. This data is from Reaction yield outcomes from USPTO patents with 853,638 reactions. (1) The reactants are [Cl:1][C:2]1[CH:7]=[C:6]([N:8]=[C:9]=[S:10])[CH:5]=[C:4]([C:11]([F:14])([F:13])[F:12])[C:3]=1[C:15]1[CH:20]=[CH:19][C:18]([S:21]([CH2:24][C@@H:25]2[CH2:29][CH2:28][CH2:27][N:26]2[C:30]([O:32][C:33]([CH3:36])([CH3:35])[CH3:34])=[O:31])(=[O:23])=[O:22])=[CH:17][CH:16]=1.[N:37]#[C:38][NH2:39].[Na].[CH3:41]I. The catalyst is CO. The product is [Cl:1][C:2]1[CH:7]=[C:6]([N:8]([NH:37][C:38]#[N:39])[CH2:9][S:10][CH3:41])[CH:5]=[C:4]([C:11]([F:14])([F:12])[F:13])[C:3]=1[C:15]1[CH:20]=[CH:19][C:18]([S:21]([CH2:24][C@@H:25]2[CH2:29][CH2:28][CH2:27][N:26]2[C:30]([O:32][C:33]([CH3:36])([CH3:35])[CH3:34])=[O:31])(=[O:23])=[O:22])=[CH:17][CH:16]=1. The yield is 0.340. (2) The reactants are [C:1]1([C:7]2([C:20](=[O:23])[CH2:21][CH3:22])[CH2:12][CH2:11][N:10]([C:13]([O:15][C:16]([CH3:19])([CH3:18])[CH3:17])=[O:14])[CH2:9][CH2:8]2)[CH:6]=[CH:5][CH:4]=[CH:3][CH:2]=1.C(O)(=O)C. The catalyst is O1CCOCC1.[Rh]. The product is [CH:1]1([C:7]2([C:20](=[O:23])[CH2:21][CH3:22])[CH2:8][CH2:9][N:10]([C:13]([O:15][C:16]([CH3:18])([CH3:19])[CH3:17])=[O:14])[CH2:11][CH2:12]2)[CH2:2][CH2:3][CH2:4][CH2:5][CH2:6]1. The yield is 0.930. (3) The product is [Cl:4][C:5]1[CH:6]=[CH:7][C:8]([O:24][CH2:25][C:26]2[CH:31]=[CH:30][CH:29]=[CH:28][CH:27]=2)=[C:9]([CH2:11][C:12]2[S:13][CH:14]=[C:15]([C:17]3[N:19]=[CH:20][NH:21][N:2]=3)[N:16]=2)[CH:10]=1. The reactants are O.[NH2:2]N.[Cl:4][C:5]1[CH:6]=[CH:7][C:8]([O:24][CH2:25][C:26]2[CH:31]=[CH:30][CH:29]=[CH:28][CH:27]=2)=[C:9]([CH2:11][C:12]2[S:13][CH:14]=[C:15]([C:17](/[N:19]=[CH:20]/[N:21](C)C)=O)[N:16]=2)[CH:10]=1. The catalyst is C(O)(=O)C. The yield is 0.570. (4) The reactants are [Br:1][C:2]1[CH:7]=[CH:6][C:5]([C:8]2[N:12]([CH2:13][C@@H:14]3[CH2:18][CH2:17][NH:16][CH2:15]3)[C:11](=[O:19])[C:10]3([CH2:24][CH2:23][N:22]([C:25]([O:27][CH3:28])=[O:26])[CH2:21][CH2:20]3)[N:9]=2)=[CH:4][CH:3]=1.CCN(C(C)C)C(C)C.[CH:38]1([C:41](Cl)=[O:42])[CH2:40][CH2:39]1. The catalyst is C(Cl)Cl. The product is [Br:1][C:2]1[CH:3]=[CH:4][C:5]([C:8]2[N:12]([CH2:13][C@@H:14]3[CH2:18][CH2:17][N:16]([C:41]([CH:38]4[CH2:40][CH2:39]4)=[O:42])[CH2:15]3)[C:11](=[O:19])[C:10]3([CH2:24][CH2:23][N:22]([C:25]([O:27][CH3:28])=[O:26])[CH2:21][CH2:20]3)[N:9]=2)=[CH:6][CH:7]=1. The yield is 0.750. (5) The reactants are [NH:1]1[C:9]2[C:4](=[CH:5][C:6]([O:10][C:11]3[C:20]4[C:15](=[CH:16][C:17]([O:23][CH2:24][C@H:25]5[CH2:27][O:26]5)=[C:18]([O:21][CH3:22])[CH:19]=4)[N:14]=[CH:13][N:12]=3)=[CH:7][CH:8]=2)[CH:3]=[CH:2]1.[NH:28]1[CH2:33][CH2:32][CH2:31][CH2:30][CH2:29]1. No catalyst specified. The product is [OH:26][C@H:25]([CH2:27][N:28]1[CH2:33][CH2:32][CH2:31][CH2:30][CH2:29]1)[CH2:24][O:23][C:17]1[CH:16]=[C:15]2[C:20]([C:11]([O:10][C:6]3[CH:5]=[C:4]4[C:9](=[CH:8][CH:7]=3)[NH:1][CH:2]=[CH:3]4)=[N:12][CH:13]=[N:14]2)=[CH:19][C:18]=1[O:21][CH3:22]. The yield is 0.860. (6) The reactants are [C:1]1(N)[C:6](F)=C(F)C(F)=C(N)[C:2]=1F.Cl.Cl.[NH:15]1[CH2:20][CH2:19][CH:18]([N:21]2[CH2:25][CH2:24][N:23]([CH2:26][CH2:27][CH2:28][N:29]3[CH2:34][CH2:33][CH2:32][CH2:31][CH2:30]3)[C:22]2=[C:35]([C:38]#[N:39])[C:36]#[N:37])[CH2:17][CH2:16]1.CC(C)=O.C(=O)([O-])[O-].[Na+].[Na+]. The catalyst is C1COCC1. The product is [CH:1]([N:15]1[CH2:20][CH2:19][CH:18]([N:21]2[CH2:25][CH2:24][N:23]([CH2:26][CH2:27][CH2:28][N:29]3[CH2:34][CH2:33][CH2:32][CH2:31][CH2:30]3)[C:22]2=[C:35]([C:36]#[N:37])[C:38]#[N:39])[CH2:17][CH2:16]1)([CH3:6])[CH3:2]. The yield is 0.368.